From a dataset of Kir2.1 potassium channel HTS with 301,493 compounds. Binary Classification. Given a drug SMILES string, predict its activity (active/inactive) in a high-throughput screening assay against a specified biological target. (1) The compound is O=C(N1C2CCC1C(=C(C2)c1c(OC)c(OC)ccc1)C(OC)=O)NCc1ccccc1. The result is 0 (inactive). (2) The compound is o1nc2c(N3CCN(CC3)C(=O)c3occc3)cc(N(CCO)C)c([N+]([O-])=O)c2n1. The result is 0 (inactive). (3) The compound is S(Cc1noc(c1C(O)=O)C(=O)NCCOC)c1cc(OCC)ccc1. The result is 0 (inactive). (4) The compound is Clc1cc([N+]([O-])=O)c(c2oc(cc2)/C=N\NC=2SC(CC(O)=O)C(=O)N2)cc1. The result is 0 (inactive). (5) The molecule is S(=O)(=O)(n1c2ncccc2cc1)c1ccc(cc1)C. The result is 0 (inactive). (6) The molecule is s1c2ncnc(N3CCN(CC3)c3c(O)cccc3)c2cc1c1ccccc1. The result is 0 (inactive). (7) The drug is Clc1ccc(SCCCC(=O)Nc2c(O)cccc2)cc1. The result is 0 (inactive). (8) The compound is s1c(NC(=O)C(NC(=O)C2CCCCC2)C(C)C)nc(c1)CC(OCC)=O. The result is 0 (inactive).